This data is from Full USPTO retrosynthesis dataset with 1.9M reactions from patents (1976-2016). The task is: Predict the reactants needed to synthesize the given product. (1) Given the product [NH2:3][C:2]1[S:1][C:32]2[CH:31]=[C:9]([O:10][C:11]3[CH:12]=[C:13]([NH:17][C:18](=[O:30])[C:19]4[CH:24]=[CH:23][CH:22]=[C:21]([C:25]([C:28]#[N:29])([CH3:27])[CH3:26])[CH:20]=4)[CH:14]=[CH:15][CH:16]=3)[C:8]([F:33])=[CH:7][C:6]=2[N:5]=1, predict the reactants needed to synthesize it. The reactants are: [S-:1][C:2]#[N:3].[K+].[NH2:5][C:6]1[CH:32]=[CH:31][C:9]([O:10][C:11]2[CH:12]=[C:13]([NH:17][C:18](=[O:30])[C:19]3[CH:24]=[CH:23][CH:22]=[C:21]([C:25]([C:28]#[N:29])([CH3:27])[CH3:26])[CH:20]=3)[CH:14]=[CH:15][CH:16]=2)=[C:8]([F:33])[CH:7]=1.BrBr. (2) Given the product [NH:9]([C:2]1[CH:7]=[CH:6][C:5]([I:8])=[CH:4][N:3]=1)[NH2:10], predict the reactants needed to synthesize it. The reactants are: Cl[C:2]1[CH:7]=[CH:6][C:5]([I:8])=[CH:4][N:3]=1.[NH2:9][NH2:10]. (3) Given the product [Br:13][C:2]1[C:7]([C:8]#[N:9])=[C:6]([OH:10])[CH:5]=[CH:4][N:3]=1, predict the reactants needed to synthesize it. The reactants are: Cl[C:2]1[C:7]([C:8]#[N:9])=[C:6]([O:10]CC)[CH:5]=[CH:4][N:3]=1.[BrH:13]. (4) The reactants are: [C:1]1(=[O:11])[C:10]2[CH:9]=[CH:8][N:7]=[CH:6][C:5]=2[CH2:4][CH2:3][O:2]1.[CH3:12][O:13][C:14]1[CH:21]=[CH:20][C:17]([CH2:18][NH2:19])=[CH:16][CH:15]=1. Given the product [OH:2][CH2:3][CH2:4][C:5]1[CH:6]=[N:7][CH:8]=[CH:9][C:10]=1[C:1]([NH:19][CH2:18][C:17]1[CH:20]=[CH:21][C:14]([O:13][CH3:12])=[CH:15][CH:16]=1)=[O:11], predict the reactants needed to synthesize it. (5) Given the product [CH3:7][O:6][C:4]([C:3]1[C:21]([C:20]2[CH:25]=[CH:26][C:17]([F:16])=[CH:18][CH:19]=2)=[N:23][O:1][C:2]=1[CH3:8])=[O:5], predict the reactants needed to synthesize it. The reactants are: [O:1]=[C:2]([CH3:8])[CH2:3][C:4]([O:6][CH3:7])=[O:5].C(N(CC)CC)C.[F:16][C:17]1[CH:26]=[CH:25][C:20]([C:21](=[N:23]O)Cl)=[CH:19][CH:18]=1. (6) Given the product [OH:27][C:2]1[C:10]2[C:9]3[CH:11]=[C:12]([C:15]#[N:16])[N:13]=[CH:14][C:8]=3[N:7]([CH2:17][O:18][CH2:19][CH2:20][Si:21]([CH3:24])([CH3:23])[CH3:22])[C:6]=2[N:5]=[CH:4][CH:3]=1, predict the reactants needed to synthesize it. The reactants are: Cl[C:2]1[C:10]2[C:9]3[CH:11]=[C:12]([C:15]#[N:16])[N:13]=[CH:14][C:8]=3[N:7]([CH2:17][O:18][CH2:19][CH2:20][Si:21]([CH3:24])([CH3:23])[CH3:22])[C:6]=2[N:5]=[CH:4][CH:3]=1.[H-].[Na+].[O:27]1CCCC1. (7) Given the product [Cl:1][C:2]1[CH:7]=[CH:6][CH:5]=[CH:4][C:3]=1[C:8]1[CH:19]=[C:18]2[C:14]([C:15]([CH2:21][CH2:22][CH:23]([OH:25])[CH3:24])=[CH:16][N:17]2[CH3:20])=[C:13]2[C:9]=1[C:10](=[O:27])[NH:11][C:12]2=[O:26], predict the reactants needed to synthesize it. The reactants are: [Cl:1][C:2]1[CH:7]=[CH:6][CH:5]=[CH:4][C:3]=1[C:8]1[CH:19]=[C:18]2[C:14]([C:15]([CH2:21][CH2:22][C:23](=[O:25])[CH3:24])=[CH:16][N:17]2[CH3:20])=[C:13]2[C:9]=1[C:10](=[O:27])[NH:11][C:12]2=[O:26].C(O)C.[BH4-].[Na+]. (8) Given the product [C:4]([O:8][C:9]([N:11]1[C:19]2[CH2:18][CH2:17][N:16]([CH:20]([C:29]3[CH:34]=[CH:33][CH:32]=[CH:31][C:30]=3[Cl:35])[CH2:21][CH2:22][CH2:23][CH2:24][CH2:25][C:26]([C:9]([O:8][CH2:4][CH3:5])=[O:10])([CH3:28])[CH3:27])[CH2:15][C:14]=2[CH:13]=[CH:12]1)=[O:10])([CH3:6])([CH3:7])[CH3:5], predict the reactants needed to synthesize it. The reactants are: [BH4-].[Na+].[Br-].[C:4]([O:8][C:9]([N:11]1[C:19]2[CH:18]=[CH:17][N+:16]([CH:20]([C:29]3[CH:34]=[CH:33][CH:32]=[CH:31][C:30]=3[Cl:35])[CH2:21][CH2:22][CH2:23][CH2:24][CH2:25][CH:26]([CH3:28])[CH3:27])=[CH:15][C:14]=2[CH:13]=[CH:12]1)=[O:10])([CH3:7])([CH3:6])[CH3:5].